This data is from Peptide-MHC class II binding affinity with 134,281 pairs from IEDB. The task is: Regression. Given a peptide amino acid sequence and an MHC pseudo amino acid sequence, predict their binding affinity value. This is MHC class II binding data. (1) The peptide sequence is GSFVRTVSLPVGADE. The MHC is DRB3_0202 with pseudo-sequence DRB3_0202. The binding affinity (normalized) is 0.839. (2) The peptide sequence is GIVTMLSPMLHHWIK. The MHC is DRB3_0202 with pseudo-sequence DRB3_0202. The binding affinity (normalized) is 0. (3) The peptide sequence is LDMIITAVNSLISDN. The MHC is DRB1_0701 with pseudo-sequence DRB1_0701. The binding affinity (normalized) is 0.345. (4) The peptide sequence is SVCNKVKGLKVFNTR. The MHC is H-2-IAb with pseudo-sequence H-2-IAb. The binding affinity (normalized) is 0.0866. (5) The peptide sequence is MSQIMYNYPAMRAHA. The binding affinity (normalized) is 0.169. The MHC is DRB1_0802 with pseudo-sequence DRB1_0802. (6) The peptide sequence is LSPISNMVSMANNHV. The MHC is DRB1_1302 with pseudo-sequence DRB1_1302. The binding affinity (normalized) is 0.624. (7) The peptide sequence is KLIEKINAGFKAALAAAAGV. The MHC is DRB1_0401 with pseudo-sequence DRB1_0401. The binding affinity (normalized) is 0.916.